From a dataset of Full USPTO retrosynthesis dataset with 1.9M reactions from patents (1976-2016). Predict the reactants needed to synthesize the given product. (1) Given the product [Cl:20][C:6]1[CH:5]=[N:4][CH:3]=[C:2]([Cl:1])[C:7]=1[S:8][C:9]1[S:13][C:12]([C:14]([NH:21][CH2:22][C:23]2[CH:35]=[CH:34][CH:33]=[C:25]([O:26][CH2:27][CH2:28][CH2:29][N:30]([CH3:31])[CH3:32])[CH:24]=2)=[O:16])=[CH:11][C:10]=1[N+:17]([O-:19])=[O:18], predict the reactants needed to synthesize it. The reactants are: [Cl:1][C:2]1[CH:3]=[N:4][CH:5]=[C:6]([Cl:20])[C:7]=1[S:8][C:9]1[S:13][C:12]([C:14]([OH:16])=O)=[CH:11][C:10]=1[N+:17]([O-:19])=[O:18].[NH2:21][CH2:22][C:23]1[CH:24]=[C:25]([CH:33]=[CH:34][CH:35]=1)[O:26][CH2:27][CH2:28][CH2:29][N:30]([CH3:32])[CH3:31]. (2) Given the product [C:34]([CH2:35][N:18]1[CH2:19][CH2:20][CH:15]([CH2:14][O:13][C:12]2[CH:11]=[C:10]3[C:5]([C:6]([O:21][C:22]4[CH:23]=[C:24]5[C:28](=[CH:29][CH:30]=4)[NH:27][CH:26]=[C:25]5[CH3:31])=[N:7][CH:8]=[N:9]3)=[CH:4][C:3]=2[O:2][CH3:1])[CH2:16][CH2:17]1)(=[O:36])[CH3:33], predict the reactants needed to synthesize it. The reactants are: [CH3:1][O:2][C:3]1[CH:4]=[C:5]2[C:10](=[CH:11][C:12]=1[O:13][CH2:14][CH:15]1[CH2:20][CH2:19][NH:18][CH2:17][CH2:16]1)[N:9]=[CH:8][N:7]=[C:6]2[O:21][C:22]1[CH:23]=[C:24]2[C:28](=[CH:29][CH:30]=1)[NH:27][CH:26]=[C:25]2[CH3:31].Cl[CH2:33][C:34](=[O:36])[CH3:35].C(=O)([O-])[O-].[K+].[K+]. (3) Given the product [O:49]1[CH2:54][CH2:53][O:52][CH2:51][CH:50]1[C:55]1[C:63]2[S:62][C:61]([NH:64][C:10](=[O:12])[C:9]3[CH:13]=[CH:14][N:15]=[C:7]([CH2:6][O:5][CH2:4][CH2:3][O:2][CH3:1])[CH:8]=3)=[N:60][C:59]=2[C:58]([O:65][CH3:66])=[CH:57][CH:56]=1, predict the reactants needed to synthesize it. The reactants are: [CH3:1][O:2][CH2:3][CH2:4][O:5][CH2:6][C:7]1[CH:8]=[C:9]([CH:13]=[CH:14][N:15]=1)[C:10]([OH:12])=O.CN(C(ON1N=NC2C=CC=NC1=2)=[N+](C)C)C.F[P-](F)(F)(F)(F)F.C(N(C(C)C)C(C)C)C.[O:49]1[CH2:54][CH2:53][O:52][CH2:51][CH:50]1[C:55]1[C:63]2[S:62][C:61]([NH2:64])=[N:60][C:59]=2[C:58]([O:65][CH3:66])=[CH:57][CH:56]=1. (4) Given the product [C:24]([O:27][C:28](=[O:29])[NH:21][C:20]1[S:22][CH2:16][C:17](=[O:18])[N:19]=1)([CH3:26])([CH3:25])[CH3:23], predict the reactants needed to synthesize it. The reactants are: COC1C=CC(/C=[C:16]2/[C:17]([NH:19][C:20]([S:22]/2)=[NH:21])=[O:18])=CC=1OC1CCCC1.[CH3:23][C:24]([O:27][C:28](O[C:28]([O:27][C:24]([CH3:26])([CH3:25])[CH3:23])=[O:29])=[O:29])([CH3:26])[CH3:25].